This data is from Reaction yield outcomes from USPTO patents with 853,638 reactions. The task is: Predict the reaction yield, written as a fraction of the theoretical maximum amount of product (1.0 means a 100% yield; for example, 0.34 means a 34% yield). (1) The reactants are [NH2:1][C:2]1[C:7]([CH2:8][OH:9])=[CH:6][N:5]=[C:4]([S:10][CH3:11])[N:3]=1.[C:12]1(C)C=CC=CC=1. No catalyst specified. The product is [NH2:1][C:2]1[C:7]([C:8](=[O:9])[CH3:12])=[CH:6][N:5]=[C:4]([S:10][CH3:11])[N:3]=1. The yield is 0.720. (2) The reactants are [CH2:1]([O:3][C@@H:4]([CH2:10][C:11]1[CH:16]=[CH:15][C:14]([O:17][CH2:18][CH2:19][CH2:20][CH2:21][C:22]2[CH:27]=[CH:26][C:25]([N+:28]([O-:30])=[O:29])=[CH:24][CH:23]=2)=[CH:13][CH:12]=1)[C:5]([O:7]CC)=[O:6])[CH3:2].[OH-].[Li+]. The catalyst is C1COCC1.O. The product is [CH2:1]([O:3][C@@H:4]([CH2:10][C:11]1[CH:16]=[CH:15][C:14]([O:17][CH2:18][CH2:19][CH2:20][CH2:21][C:22]2[CH:23]=[CH:24][C:25]([N+:28]([O-:30])=[O:29])=[CH:26][CH:27]=2)=[CH:13][CH:12]=1)[C:5]([OH:7])=[O:6])[CH3:2]. The yield is 0.950. (3) The reactants are [N+:1]([C:4]1[CH:12]=[CH:11][C:7]([C:8]([OH:10])=O)=[CH:6][CH:5]=1)([O-:3])=[O:2].[CH3:13][N:14]([CH:16]=O)[CH3:15].C1C=CC2N(O)N=NC=2C=1.C[CH2:29][N:30]=[C:31]=NCCCN(C)C.Cl. The catalyst is O. The product is [CH3:13][N:14]1[CH2:16][CH2:31][N:30]([C:8]([C:7]2[CH:6]=[CH:5][C:4]([N+:1]([O-:3])=[O:2])=[CH:12][CH:11]=2)=[O:10])[CH2:29][CH2:15]1. The yield is 0.950. (4) The reactants are Br[C:2]1[CH:7]=[CH:6][CH:5]=[C:4]([Br:8])[N:3]=1.[CH2:9]([NH:13][CH2:14][CH2:15][CH2:16][CH3:17])[CH2:10][CH2:11][CH3:12].C(=O)([O-])[O-].[K+].[K+]. The catalyst is CN(C=O)C. The product is [Br:8][C:4]1[N:3]=[C:2]([N:13]([CH2:14][CH2:15][CH2:16][CH3:17])[CH2:9][CH2:10][CH2:11][CH3:12])[CH:7]=[CH:6][CH:5]=1. The yield is 0.430.